This data is from Forward reaction prediction with 1.9M reactions from USPTO patents (1976-2016). The task is: Predict the product of the given reaction. (1) Given the reactants [CH2:1]([O:8][C:9]1[CH:10]=[C:11]2[C:15](=[CH:16][CH:17]=1)[NH:14][CH:13]=[CH:12]2)[C:2]1[CH:7]=[CH:6][CH:5]=[CH:4][CH:3]=1.[Cl-].[CH3:19][O:20][C:21]1[CH:32]=[CH:31][CH:30]=[CH:29][C:22]=1[CH:23]=[N+:24]1[CH2:28][CH2:27][CH2:26][CH2:25]1, predict the reaction product. The product is: [CH2:1]([O:8][C:9]1[CH:10]=[C:11]2[C:15](=[CH:16][CH:17]=1)[NH:14][CH:13]=[C:12]2[CH:23]([C:22]1[CH:29]=[CH:30][CH:31]=[CH:32][C:21]=1[O:20][CH3:19])[N:24]1[CH2:28][CH2:27][CH2:26][CH2:25]1)[C:2]1[CH:3]=[CH:4][CH:5]=[CH:6][CH:7]=1. (2) Given the reactants [C:1]([C:4]1[CH:9]=[C:8]([O:10][CH3:11])[CH:7]=[CH:6][C:5]=1[NH:12][C:13](=O)[C:14]1[CH:19]=[CH:18][CH:17]=[N:16][CH:15]=1)(=[O:3])[NH2:2].[OH-].[Na+], predict the reaction product. The product is: [CH3:11][O:10][C:8]1[CH:9]=[C:4]2[C:5](=[CH:6][CH:7]=1)[N:12]=[C:13]([C:14]1[CH:15]=[N:16][CH:17]=[CH:18][CH:19]=1)[N:2]=[C:1]2[OH:3]. (3) Given the reactants Br[C:2]1[S:6][C:5]([C:7]2N=[C:11]([NH:13][C:14]3[CH:19]=[CH:18][C:17]([CH2:20][C:21]([O:23][CH2:24]C)=[O:22])=[CH:16][CH:15]=3)[C:10]([CH2:26][CH3:27])=[C:9]([CH3:28])[N:8]=2)=[CH:4][CH:3]=1.[C:29](=O)([O-])O.[Na+].[CH2:34]([C:36]1[CH:41]=[CH:40][C:39](OB(O)O)=[CH:38][CH:37]=1)[CH3:35], predict the reaction product. The product is: [CH2:26]([C:10]1[C:11]([NH:13][C:14]2[CH:19]=[CH:18][C:17]([CH2:20][C:21]([O:23][CH3:24])=[O:22])=[CH:16][CH:15]=2)=[CH:29][C:7]([C:5]2[S:6][C:2]([C:39]3[CH:40]=[CH:41][C:36]([CH2:34][CH3:35])=[CH:37][CH:38]=3)=[CH:3][CH:4]=2)=[N:8][C:9]=1[CH3:28])[CH3:27]. (4) Given the reactants C(OC([NH:8][C:9]([NH:18][C@@H:19]1[CH2:24][CH2:23][CH2:22][CH2:21][C@@H:20]1[NH:25][C:26]1[C:35]2[C:30](=[CH:31][CH:32]=[C:33]([O:36][CH3:37])[CH:34]=2)[N:29]=[C:28]([CH:38]=[CH:39][C:40]2[CH:45]=[CH:44][C:43]([Cl:46])=[CH:42][CH:41]=2)[N:27]=1)=[N:10]C(OC(C)(C)C)=O)=O)(C)(C)C.[ClH:47], predict the reaction product. The product is: [ClH:46].[ClH:47].[C:9]([NH:18][C@@H:19]1[CH2:24][CH2:23][CH2:22][CH2:21][C@@H:20]1[NH:25][C:26]1[C:35]2[C:30](=[CH:31][CH:32]=[C:33]([O:36][CH3:37])[CH:34]=2)[N:29]=[C:28]([CH:38]=[CH:39][C:40]2[CH:45]=[CH:44][C:43]([Cl:46])=[CH:42][CH:41]=2)[N:27]=1)(=[NH:8])[NH2:10].